Dataset: Forward reaction prediction with 1.9M reactions from USPTO patents (1976-2016). Task: Predict the product of the given reaction. (1) Given the reactants C(N(CC)CC)C.F[B-](F)(F)F.[C:13]([C:15](=NOC(N(C)C)=[N+](C)C)[C:16](OCC)=O)#[N:14].[CH2:30]([O:32][C:33]([C:35]([CH3:46])=[CH:36][C:37]1[CH:45]=[CH:44][CH:43]=[CH:42][C:38]=1[C:39]([OH:41])=O)=[O:34])[CH3:31].C(N)CC, predict the reaction product. The product is: [CH3:46][C:35](=[CH:36][C:37]1[CH:45]=[CH:44][CH:43]=[CH:42][C:38]=1[C:39](=[O:41])[NH:14][CH2:13][CH2:15][CH3:16])[C:33]([O:32][CH2:30][CH3:31])=[O:34]. (2) Given the reactants [CH3:1][N:2]([CH2:11][C:12]1[CH:13]=[C:14]([C:18]2[CH:23]=[CH:22][C:21]([CH:24]=[C:25]([C:31]([O:33][CH2:34][CH3:35])=[O:32])[C:26]([O:28][CH2:29][CH3:30])=[O:27])=[CH:20][CH:19]=2)[CH:15]=[CH:16][CH:17]=1)[C:3]([C:5]1[CH:10]=[CH:9][CH:8]=[CH:7][CH:6]=1)=[O:4].C1COCC1, predict the reaction product. The product is: [CH3:1][N:2]([CH2:11][C:12]1[CH:13]=[C:14]([C:18]2[CH:19]=[CH:20][C:21]([CH2:24][CH:25]([C:31]([O:33][CH2:34][CH3:35])=[O:32])[C:26]([O:28][CH2:29][CH3:30])=[O:27])=[CH:22][CH:23]=2)[CH:15]=[CH:16][CH:17]=1)[C:3]([C:5]1[CH:6]=[CH:7][CH:8]=[CH:9][CH:10]=1)=[O:4]. (3) Given the reactants [C:1]([O:5][C:6](=[O:17])[NH:7][CH2:8][C:9]1[C:14](Br)=[CH:13][N:12]=[C:11]([NH2:16])[CH:10]=1)([CH3:4])([CH3:3])[CH3:2].[Cl:18][C:19]1[CH:24]=[C:23]([Cl:25])[CH:22]=[CH:21][C:20]=1B(O)O.C([O-])([O-])=O.[Na+].[Na+], predict the reaction product. The product is: [C:1]([O:5][C:6](=[O:17])[NH:7][CH2:8][C:9]1[C:14]([C:22]2[CH:21]=[CH:20][C:19]([Cl:18])=[CH:24][C:23]=2[Cl:25])=[CH:13][N:12]=[C:11]([NH2:16])[CH:10]=1)([CH3:4])([CH3:3])[CH3:2]. (4) Given the reactants [Li+].C[Si]([N-][Si](C)(C)C)(C)C.C1COCC1.[N+:16]([CH2:18][C:19]([O:21]C)=O)#[C-].[Br:23][C:24]1[CH:29]=[CH:28][CH:27]=[CH:26][C:25]=1[CH2:30]C(Cl)=O, predict the reaction product. The product is: [NH2:16][CH2:18][C:19](=[O:21])[CH2:30][C:25]1[CH:26]=[CH:27][CH:28]=[CH:29][C:24]=1[Br:23]. (5) The product is: [Br:18][C:19]1[CH:24]=[CH:23][C:22]([O:25][CH3:26])=[C:21]([CH2:27][CH2:1][C:2]2[S:3][CH:4]=[CH:5][C:6]=2[C:7]([OH:9])=[O:8])[CH:20]=1. Given the reactants [CH3:1][C:2]1[S:3][CH:4]=[CH:5][C:6]=1[C:7]([OH:9])=[O:8].C([N-]C(C)C)(C)C.[Li+].[Br:18][C:19]1[CH:24]=[CH:23][C:22]([O:25][CH3:26])=[C:21]([CH2:27]Br)[CH:20]=1.CO, predict the reaction product. (6) Given the reactants [C:1]1([S:7][C:8]2[CH:13]=[CH:12][C:11]([CH2:14][CH2:15][OH:16])=[CH:10][CH:9]=2)[CH:6]=[CH:5][CH:4]=[CH:3][CH:2]=1.[C:17]1(P(C2C=CC=CC=2)C2C=CC=CC=2)C=CC=C[CH:18]=1.N(C(N1CCCCC1)=O)=NC(N1CCCCC1)=O.[CH2:54]([O:56][C@@H:57]([CH2:61][C:62]1[CH:67]=[CH:66][C:65](O)=[CH:64][CH:63]=1)[C:58]([OH:60])=[O:59])[CH3:55], predict the reaction product. The product is: [CH2:17]([O:60][C:58](=[O:59])[C@@H:57]([O:56][CH2:54][CH3:55])[CH2:61][C:62]1[CH:67]=[CH:66][C:65]([O:16][CH2:15][CH2:14][C:11]2[CH:12]=[CH:13][C:8]([S:7][C:1]3[CH:2]=[CH:3][CH:4]=[CH:5][CH:6]=3)=[CH:9][CH:10]=2)=[CH:64][CH:63]=1)[CH3:18]. (7) Given the reactants [NH2:1][C:2]1[CH:7]=[CH:6][C:5]([Cl:8])=[CH:4][C:3]=1[C:9]([C:11]1[CH:16]=[CH:15][CH:14]=[CH:13][N:12]=1)=[O:10].[C:17]([C:21]1[CH:26]=[CH:25][C:24]([S:27](Cl)(=[O:29])=[O:28])=[CH:23][CH:22]=1)([CH3:20])([CH3:19])[CH3:18], predict the reaction product. The product is: [C:17]([C:21]1[CH:26]=[CH:25][C:24]([S:27]([NH:1][C:2]2[CH:7]=[CH:6][C:5]([Cl:8])=[CH:4][C:3]=2[C:9]([C:11]2[CH:16]=[CH:15][CH:14]=[CH:13][N:12]=2)=[O:10])(=[O:29])=[O:28])=[CH:23][CH:22]=1)([CH3:20])([CH3:18])[CH3:19]. (8) Given the reactants [Cl:1][C:2]1[CH:3]=[C:4]([S:8][C:9]2[C:17]3[C:12](=[N:13][CH:14]=[N:15][C:16]=3[NH2:18])[N:11]([CH:19]3[CH2:22][NH:21][CH2:20]3)[N:10]=2)[CH:5]=[CH:6][CH:7]=1.N1C=CC=CC=1.[CH2:29]([N:31]=[C:32]=[O:33])[CH3:30], predict the reaction product. The product is: [CH2:29]([NH:31][C:32]([N:21]1[CH2:20][CH:19]([N:11]2[C:12]3=[N:13][CH:14]=[N:15][C:16]([NH2:18])=[C:17]3[C:9]([S:8][C:4]3[CH:5]=[CH:6][CH:7]=[C:2]([Cl:1])[CH:3]=3)=[N:10]2)[CH2:22]1)=[O:33])[CH3:30]. (9) Given the reactants Cl[C:2]1[CH:7]=[C:6]([Cl:8])[N:5]=[CH:4][N:3]=1.[N+:9]([C:12]1[CH:13]=[C:14](B(O)O)[CH:15]=[CH:16][CH:17]=1)([O-:11])=[O:10].C(COC)OC.C([O-])(O)=O.[Na+], predict the reaction product. The product is: [Cl:8][C:6]1[CH:7]=[C:2]([C:16]2[CH:15]=[CH:14][CH:13]=[C:12]([N+:9]([O-:11])=[O:10])[CH:17]=2)[N:3]=[CH:4][N:5]=1.